Dataset: Full USPTO retrosynthesis dataset with 1.9M reactions from patents (1976-2016). Task: Predict the reactants needed to synthesize the given product. (1) Given the product [I:11][C:10]1[CH:9]=[CH:8][C:4]([C:5]([OH:7])=[O:6])=[CH:3][C:2]=1[OH:1], predict the reactants needed to synthesize it. The reactants are: [OH:1][C:2]1[CH:3]=[C:4]([CH:8]=[CH:9][CH:10]=1)[C:5]([OH:7])=[O:6].[I-:11].[Na+].Cl[O-].[Na+]. (2) The reactants are: Br[C:2]1[CH:3]=[N:4][CH:5]=[C:6]([CH:12]=1)[C:7]([O:9][CH2:10][CH3:11])=[O:8].[F:13][C:14]1[CH:19]=[C:18]([CH3:20])[CH:17]=[CH:16][C:15]=1B(O)O.[Na+].[Na+].[Na+].P(C1C=C(S([O-])(=O)=O)C=CC=1)(C1C=C(S([O-])(=O)=O)C=CC=1)C1C=C(S([O-])(=O)=O)C=CC=1.C(NC(C)C)(C)C.C([O-])(O)=O.[Na+]. Given the product [F:13][C:14]1[CH:19]=[C:18]([CH3:20])[CH:17]=[CH:16][C:15]=1[C:2]1[CH:3]=[N:4][CH:5]=[C:6]([CH:12]=1)[C:7]([O:9][CH2:10][CH3:11])=[O:8], predict the reactants needed to synthesize it. (3) Given the product [CH:16]1([CH2:15][C@H:11]([CH2:10][N:9]([CH:21]=[O:22])[OH:8])[C:12]([NH:24][C@@H:25]([C:45]([CH3:48])([CH3:47])[CH3:46])[C:26]([N:28]2[CH2:33][CH2:32][CH:31]([NH:34][C:35](=[O:44])[C:36]3[CH:37]=[CH:38][C:39]([O:42][CH3:43])=[CH:40][CH:41]=3)[CH2:30][CH2:29]2)=[O:27])=[O:14])[CH2:17][CH2:18][CH2:19][CH2:20]1, predict the reactants needed to synthesize it. The reactants are: C([O:8][N:9]([CH:21]=[O:22])[CH2:10][C@@H:11]([CH2:15][CH:16]1[CH2:20][CH2:19][CH2:18][CH2:17]1)[C:12]([OH:14])=O)C1C=CC=CC=1.Cl.[NH2:24][C@@H:25]([C:45]([CH3:48])([CH3:47])[CH3:46])[C:26]([N:28]1[CH2:33][CH2:32][CH:31]([NH:34][C:35](=[O:44])[C:36]2[CH:41]=[CH:40][C:39]([O:42][CH3:43])=[CH:38][CH:37]=2)[CH2:30][CH2:29]1)=[O:27]. (4) Given the product [CH2:1]([O:8][C:9]1[CH:10]=[C:11]([C@@H:16]2[CH2:20][NH:19][C:18](=[O:29])[CH2:17]2)[CH:12]=[CH:13][C:14]=1[Cl:15])[C:2]1[CH:3]=[CH:4][CH:5]=[CH:6][CH:7]=1, predict the reactants needed to synthesize it. The reactants are: [CH2:1]([O:8][C:9]1[CH:10]=[C:11]([CH:16]2[CH2:20][N:19](C3C=CC(OC)=CC=3)[C:18](=[O:29])[CH2:17]2)[CH:12]=[CH:13][C:14]=1[Cl:15])[C:2]1[CH:7]=[CH:6][CH:5]=[CH:4][CH:3]=1.[N+]([O-])([O-])=O.[Ce].[NH4+].[O-]S([O-])=O.[Na+].[Na+]. (5) Given the product [CH2:18]([N:3]([CH2:1][CH3:2])[C:4]([CH:6]1[CH2:11][CH2:10][CH2:9][N:8]([CH:12]2[CH2:13][CH2:14][N:15]([C:38]([C:24]3[C:23]4[C:28](=[CH:29][CH:30]=[C:21]([Cl:20])[CH:22]=4)[N:27]=[C:26]([C:31]4[CH:36]=[CH:35][C:34]([Cl:37])=[CH:33][CH:32]=4)[CH:25]=3)=[O:39])[CH2:16][CH2:17]2)[CH2:7]1)=[O:5])[CH3:19], predict the reactants needed to synthesize it. The reactants are: [CH2:1]([N:3]([CH2:18][CH3:19])[C:4]([CH:6]1[CH2:11][CH2:10][CH2:9][N:8]([CH:12]2[CH2:17][CH2:16][NH:15][CH2:14][CH2:13]2)[CH2:7]1)=[O:5])[CH3:2].[Cl:20][C:21]1[CH:22]=[C:23]2[C:28](=[CH:29][CH:30]=1)[N:27]=[C:26]([C:31]1[CH:36]=[CH:35][C:34]([Cl:37])=[CH:33][CH:32]=1)[CH:25]=[C:24]2[C:38](O)=[O:39].O.ON1C2C=CC=CC=2N=N1.C(N(CC)CC)C.Cl.C(N=C=NCCCN(C)C)C.[OH-].[Na+]. (6) Given the product [Cl:25][C:22]1[CH:23]=[C:24]2[C:19](=[CH:20][CH:21]=1)[NH:18][C:17](=[O:26])/[C:16]/2=[CH:15]\[C:8]1[NH:9][C:10]([CH3:52])=[C:11]([C:12]([NH:4][CH2:3][CH:2]([OH:1])[CH2:5][N:44]2[N:43]=[N:42][CH:37]=[N:36]2)=[O:14])[C:7]=1[CH3:27], predict the reactants needed to synthesize it. The reactants are: [OH:1][CH:2]([CH3:5])[CH2:3][NH2:4].C[C:7]1([CH3:27])[C:11]([C:12]([OH:14])=O)=[CH:10][NH:9][CH:8]1/[CH:15]=[C:16]1\[C:17](=[O:26])[NH:18][C:19]2[C:24]\1=[CH:23][C:22]([Cl:25])=[CH:21][CH:20]=2.CN(C(O[N:36]1[N:44]=[N:43]C2C=CC=[N:42][C:37]1=2)=[N+](C)C)C.F[P-](F)(F)(F)(F)F.[CH3:52]CN(C(C)C)C(C)C.